Dataset: Forward reaction prediction with 1.9M reactions from USPTO patents (1976-2016). Task: Predict the product of the given reaction. Given the reactants [O:1]1[CH2:6][CH2:5][CH:4]([C:7]([NH2:9])=[O:8])[CH2:3][CH2:2]1.C(Cl)(=O)[C:11](Cl)=[O:12].[Cl:16][C:17]1[CH:22]=[C:21]([O:23][C:24]2[CH:25]=[CH:26][C:27]([NH2:30])=[N:28][CH:29]=2)[CH:20]=[CH:19][N:18]=1.N1C=CC=CC=1, predict the reaction product. The product is: [Cl:16][C:17]1[CH:22]=[C:21]([O:23][C:24]2[CH:25]=[CH:26][C:27]([NH:30][C:11]([NH:9][C:7]([CH:4]3[CH2:5][CH2:6][O:1][CH2:2][CH2:3]3)=[O:8])=[O:12])=[N:28][CH:29]=2)[CH:20]=[CH:19][N:18]=1.